From a dataset of Full USPTO retrosynthesis dataset with 1.9M reactions from patents (1976-2016). Predict the reactants needed to synthesize the given product. (1) Given the product [N:29]1[C:21]([NH:1][CH:2]([C:4]2[N:9]([C:10]3[CH:15]=[CH:14][CH:13]=[CH:12][CH:11]=3)[C:8](=[O:16])[N:7]3[CH:17]=[CH:18][CH:19]=[C:6]3[CH:5]=2)[CH3:3])=[C:22]2[C:26]([NH:25][CH:24]=[N:23]2)=[N:27][CH:28]=1, predict the reactants needed to synthesize it. The reactants are: [NH2:1][CH:2]([C:4]1[N:9]([C:10]2[CH:15]=[CH:14][CH:13]=[CH:12][CH:11]=2)[C:8](=[O:16])[N:7]2[CH:17]=[CH:18][CH:19]=[C:6]2[CH:5]=1)[CH3:3].Cl[C:21]1[N:29]=[CH:28][N:27]=[C:26]2[C:22]=1[N:23]=[CH:24][NH:25]2.CCN(C(C)C)C(C)C. (2) Given the product [CH2:6]([O:5][C:3](=[O:4])[C@H:2]([CH3:8])[NH:15][CH2:14][C:13]1[CH:16]=[CH:17][C:10]([Cl:9])=[CH:11][CH:12]=1)[CH3:7], predict the reactants needed to synthesize it. The reactants are: Br[CH:2]([CH3:8])[C:3]([O:5][CH2:6][CH3:7])=[O:4].[Cl:9][C:10]1[CH:17]=[CH:16][C:13]([CH2:14][NH2:15])=[CH:12][CH:11]=1.C(N(CC)CC)C. (3) Given the product [CH2:1]([C:5]1[CH:10]=[CH:9][C:8]([NH:11][S:12]([C:15]2[CH:23]=[CH:22][CH:21]=[C:17]([C:18]([N:69]3[CH2:68][CH2:67][N:66]([C:61]4[CH:62]=[CH:63][CH:64]=[CH:65][C:60]=4[O:59][CH3:58])[CH2:71][CH2:70]3)=[O:20])[CH:16]=2)(=[O:14])=[O:13])=[C:7]([CH:6]=1)[C:24]([O:26][CH3:27])=[O:25])[CH2:2][CH2:3][CH3:4], predict the reactants needed to synthesize it. The reactants are: [CH2:1]([C:5]1[CH:10]=[CH:9][C:8]([NH:11][S:12]([C:15]2[CH:16]=[C:17]([CH:21]=[CH:22][CH:23]=2)[C:18]([OH:20])=O)(=[O:14])=[O:13])=[C:7]([C:24]([O:26][CH3:27])=[O:25])[CH:6]=1)[CH2:2][CH2:3][CH3:4].CCN=C=NCCCN(C)C.C1C=CC2N(O)N=NC=2C=1.CCN(C(C)C)C(C)C.[CH3:58][O:59][C:60]1[CH:65]=[CH:64][CH:63]=[CH:62][C:61]=1[N:66]1[CH2:71][CH2:70][NH:69][CH2:68][CH2:67]1. (4) The reactants are: [C:1]([O:5][C:6]([NH:8][C:9]([CH3:17])([CH3:16])[CH2:10][O:11][CH2:12][C:13]([OH:15])=O)=[O:7])([CH3:4])([CH3:3])[CH3:2].ON1C2N=CC=CC=2N=N1.Cl.CN(C)CCCN=C=NCC.[F:40][C:41]1[CH:46]=[CH:45][CH:44]=[CH:43][C:42]=1[CH2:47][C@@H:48]([N:53]([CH3:70])[C:54](=[O:69])[C@H:55]([NH:67][CH3:68])[CH2:56][C:57]1[CH:66]=[CH:65][C:64]2[C:59](=[CH:60][CH:61]=[CH:62][CH:63]=2)[CH:58]=1)[C:49](=[O:52])[NH:50][CH3:51].C(N(C(C)C)CC)(C)C. Given the product [C:1]([O:5][C:6](=[O:7])[NH:8][C:9]([CH3:17])([CH3:16])[CH2:10][O:11][CH2:12][C:13](=[O:15])[N:67]([C@@H:55]([C:54](=[O:69])[N:53]([C@@H:48]([C:49](=[O:52])[NH:50][CH3:51])[CH2:47][C:42]1[CH:43]=[CH:44][CH:45]=[CH:46][C:41]=1[F:40])[CH3:70])[CH2:56][C:57]1[CH:66]=[CH:65][C:64]2[C:59](=[CH:60][CH:61]=[CH:62][CH:63]=2)[CH:58]=1)[CH3:68])([CH3:2])([CH3:3])[CH3:4], predict the reactants needed to synthesize it. (5) Given the product [CH3:26][C:23]1[C:22]([NH:27][C:28]2[CH:33]=[CH:32][CH:31]=[C:30]([C:34]3[CH:39]=[CH:38][CH:37]=[CH:36][C:35]=3[CH3:40])[N:29]=2)=[C:21]([C:18]2[CH:19]=[CH:20][C:15]([C:12]3[CH:11]=[CH:10][C:9]([C:6]4([C:4]([OH:5])=[O:3])[CH2:8][CH2:7]4)=[CH:14][CH:13]=3)=[CH:16][CH:17]=2)[O:25][N:24]=1, predict the reactants needed to synthesize it. The reactants are: C([O:3][C:4]([C:6]1([C:9]2[CH:14]=[CH:13][C:12]([C:15]3[CH:20]=[CH:19][C:18]([C:21]4[O:25][N:24]=[C:23]([CH3:26])[C:22]=4[NH:27][C:28]4[CH:33]=[CH:32][CH:31]=[C:30]([C:34]5[CH:39]=[CH:38][CH:37]=[CH:36][C:35]=5[CH3:40])[N:29]=4)=[CH:17][CH:16]=3)=[CH:11][CH:10]=2)[CH2:8][CH2:7]1)=[O:5])C.[Li+].[OH-].Cl.